This data is from Catalyst prediction with 721,799 reactions and 888 catalyst types from USPTO. The task is: Predict which catalyst facilitates the given reaction. (1) Product: [CH2:27]([N:26]1[C:22]([C@@H:18]2[CH2:19][CH2:20][CH2:21][C@H:17]2[O:16][C:13]2[CH:14]=[CH:15][C:10]([S:7]([NH:6][C:31]3[CH:36]=[CH:35][N:34]=[CH:33][N:32]=3)(=[O:8])=[O:9])=[C:11]([F:30])[C:12]=2[F:29])=[CH:23][CH:24]=[N:25]1)[CH3:28]. Reactant: COC1C=C(OC)C=CC=1C[N:6]([C:31]1[CH:36]=[CH:35][N:34]=[CH:33][N:32]=1)[S:7]([C:10]1[CH:15]=[CH:14][C:13]([O:16][C@H:17]2[CH2:21][CH2:20][CH2:19][C@@H:18]2[C:22]2[N:26]([CH2:27][CH3:28])[N:25]=[CH:24][CH:23]=2)=[C:12]([F:29])[C:11]=1[F:30])(=[O:9])=[O:8].C([SiH](CC)CC)C. The catalyst class is: 281. (2) Reactant: Cl.[O:2]=[C:3]1[CH2:8][CH2:7][NH:6][CH2:5][CH:4]1[C:9]([O:11][CH3:12])=[O:10].CCN(CC)CC.[S:20](Cl)([CH3:23])(=[O:22])=[O:21]. Product: [CH3:23][S:20]([N:6]1[CH2:7][CH2:8][C:3](=[O:2])[CH:4]([C:9]([O:11][CH3:12])=[O:10])[CH2:5]1)(=[O:22])=[O:21]. The catalyst class is: 91. (3) Reactant: [C:1]1([CH:7]=[CH:8][C:9]2[CH:13]=[C:12]([CH2:14][CH2:15][CH:16]=O)[O:11][N:10]=2)[CH:6]=[CH:5][CH:4]=[CH:3][CH:2]=1.[C:18]1([N:24]2[CH2:29][CH2:28][NH:27][CH2:26][CH2:25]2)[CH:23]=[CH:22][CH:21]=[CH:20][CH:19]=1.[BH-](OC(C)=O)(OC(C)=O)OC(C)=O.[Na+]. Product: [C:18]1([N:24]2[CH2:29][CH2:28][N:27]([CH2:16][CH2:15][CH2:14][C:12]3[O:11][N:10]=[C:9]([CH:8]=[CH:7][C:1]4[CH:6]=[CH:5][CH:4]=[CH:3][CH:2]=4)[CH:13]=3)[CH2:26][CH2:25]2)[CH:23]=[CH:22][CH:21]=[CH:20][CH:19]=1. The catalyst class is: 2. (4) Reactant: [NH2:1][C:2]1[C:10]([N+:11]([O-])=O)=[CH:9][C:8]([F:14])=[CH:7][C:3]=1[C:4]([OH:6])=[O:5].[H][H]. Product: [NH2:1][C:2]1[C:10]([NH2:11])=[CH:9][C:8]([F:14])=[CH:7][C:3]=1[C:4]([OH:6])=[O:5]. The catalyst class is: 43.